From a dataset of Full USPTO retrosynthesis dataset with 1.9M reactions from patents (1976-2016). Predict the reactants needed to synthesize the given product. (1) Given the product [F:1][C:2]1[CH:3]=[CH:4][C:5]([N+:21]([O-:23])=[O:22])=[C:6]([C:8]([CH3:19])([CH3:20])[CH2:9][C:10]([OH:18])([C:14]([F:15])([F:17])[F:16])[C:11]([NH:28][C:29]2[CH:30]=[C:31]3[C:36](=[CH:37][CH:38]=2)[C:34](=[O:35])[O:33][CH2:32]3)=[O:13])[CH:7]=1, predict the reactants needed to synthesize it. The reactants are: [F:1][C:2]1[CH:3]=[CH:4][C:5]([N+:21]([O-:23])=[O:22])=[C:6]([C:8]([CH3:20])([CH3:19])[CH2:9][C:10]([OH:18])([C:14]([F:17])([F:16])[F:15])[C:11]([OH:13])=O)[CH:7]=1.S(Cl)(Cl)=O.[NH2:28][C:29]1[CH:30]=[C:31]2[C:36](=[CH:37][CH:38]=1)[C:34](=[O:35])[O:33][CH2:32]2.Cl. (2) Given the product [F:1][C:2]1[CH:7]=[C:6]([F:8])[CH:5]=[CH:4][C:3]=1[C:9]1[N:10]=[C:11]2[N:15]([C:16]=1[C:17]1[CH:18]=[CH:19][C:20]3[N:21]([C:25]([CH:26]([CH3:29])[CH3:27])=[N:24][N:23]=3)[CH:22]=1)[CH:14]=[CH:13][O:12]2, predict the reactants needed to synthesize it. The reactants are: [F:1][C:2]1[CH:7]=[C:6]([F:8])[CH:5]=[CH:4][C:3]=1[C:9]1[N:10]=[C:11]2[N:15]([C:16]=1[C:17]1[CH:18]=[CH:19][C:20]([NH:23][NH2:24])=[N:21][CH:22]=1)[CH:14]=[CH:13][O:12]2.[CH3:25][CH:26]([CH3:29])[CH:27]=O.C(O)(=O)C.C(O)(=O)C.IC1C=CC=CC=1. (3) Given the product [Cl:29][C:22]1[CH:21]=[C:20]([C:17]2[CH:18]=[CH:19][N:15]([CH2:14][C@@H:13]([NH:12][C:9]([C:7]3[NH:6][C:5]4[NH:1][N:2]=[CH:3][C:4]=4[CH:8]=3)=[O:11])[CH3:30])[N:16]=2)[CH:27]=[C:26]([F:28])[C:23]=1[C:24]#[N:25], predict the reactants needed to synthesize it. The reactants are: [NH:1]1[C:5]2[NH:6][C:7]([C:9]([OH:11])=O)=[CH:8][C:4]=2[CH:3]=[N:2]1.[NH2:12][C@@H:13]([CH3:30])[CH2:14][N:15]1[CH:19]=[CH:18][C:17]([C:20]2[CH:27]=[C:26]([F:28])[C:23]([C:24]#[N:25])=[C:22]([Cl:29])[CH:21]=2)=[N:16]1. (4) Given the product [C:28]([O:27][C:25]([CH2:24][N:21]1[CH2:20][CH2:19][N:18]([CH2:32][C:33]([OH:35])=[O:34])[CH2:17][CH2:16][N:15]([CH2:43][C:44]([O:46][C:47]([CH3:49])([CH3:48])[CH3:50])=[O:45])[CH2:14][CH2:13][N:12]([CH2:11][C:9]([OH:10])=[O:8])[CH2:23][CH2:22]1)=[O:26])([CH3:31])([CH3:29])[CH3:30], predict the reactants needed to synthesize it. The reactants are: C([O:8][C:9]([CH2:11][N:12]1[CH2:23][CH2:22][N:21]([CH2:24][C:25]([O:27][C:28]([CH3:31])([CH3:30])[CH3:29])=[O:26])[CH2:20][CH2:19][N:18]([CH2:32][C:33]([O:35]CC2C=CC=CC=2)=[O:34])[CH2:17][CH2:16][N:15]([CH2:43][C:44]([O:46][C:47]([CH3:50])([CH3:49])[CH3:48])=[O:45])[CH2:14][CH2:13]1)=[O:10])C1C=CC=CC=1. (5) Given the product [CH2:37]([O:36][C:34]([NH:26][C@@H:27]([CH2:28][I:25])[C:30]([O:32][CH3:33])=[O:31])=[O:35])[C:38]1[CH:43]=[CH:42][CH:41]=[CH:40][CH:39]=1, predict the reactants needed to synthesize it. The reactants are: C1(P(C2C=CC=CC=2)C2C=CC=CC=2)C=CC=CC=1.N1C=CN=C1.[I-:25].[NH:26]([C:34]([O:36][CH2:37][C:38]1[CH:43]=[CH:42][CH:41]=[CH:40][CH:39]=1)=[O:35])[C@H:27]([C:30]([O:32][CH3:33])=[O:31])[CH2:28]O. (6) The reactants are: F[C:2]1[CH:7]=[CH:6][C:5]([I:8])=[CH:4][N:3]=1.[CH2:9]([N:11]1[C:15]([CH3:17])([CH3:16])[CH2:14][C:13](=[O:18])[NH:12]1)[CH3:10].C(=O)([O-])[O-].[Cs+].[Cs+]. Given the product [CH2:9]([N:11]1[C:15]([CH3:17])([CH3:16])[CH2:14][C:13](=[O:18])[N:12]1[C:2]1[CH:7]=[CH:6][C:5]([I:8])=[CH:4][N:3]=1)[CH3:10], predict the reactants needed to synthesize it. (7) Given the product [CH2:11]1[C:12]2[C:7](=[CH:6][CH:5]=[N:4][CH:3]=2)[CH2:8][CH2:9][N:10]1[C:27]1[CH:28]=[C:29]([CH:35]=[CH:36][CH:37]=1)[C:30]([O:32][CH2:33][CH3:34])=[O:31], predict the reactants needed to synthesize it. The reactants are: Cl.Cl.[CH2:3]1[C:12]2[C:7](=[CH:8][CH:9]=[N:10][CH:11]=2)[CH2:6][CH2:5][NH:4]1.C(=O)([O-])[O-].[Cs+].[Cs+].C(N(CC)CC)C.Br[C:27]1[CH:28]=[C:29]([CH:35]=[CH:36][CH:37]=1)[C:30]([O:32][CH2:33][CH3:34])=[O:31].C1C=CC(P(C2C=CC3C(=CC=CC=3)C=2C2C3C(=CC=CC=3)C=CC=2P(C2C=CC=CC=2)C2C=CC=CC=2)C2C=CC=CC=2)=CC=1.